Dataset: Reaction yield outcomes from USPTO patents with 853,638 reactions. Task: Predict the reaction yield, written as a fraction of the theoretical maximum amount of product (1.0 means a 100% yield; for example, 0.34 means a 34% yield). (1) The reactants are [CH2:1]([O:8][N:9]1[C:15](=[O:16])[N:14]2[CH2:17][C@H:10]1[CH2:11][CH2:12][C@H:13]2[C:18]([OH:20])=[O:19])[C:2]1[CH:7]=[CH:6][CH:5]=[CH:4][CH:3]=1.[CH3:21][Si](C=[N+]=[N-])(C)C.CCCCCC. The catalyst is C1(C)C=CC=CC=1.CO. The product is [CH2:1]([O:8][N:9]1[C:15](=[O:16])[N:14]2[CH2:17][C@H:10]1[CH2:11][CH2:12][C@H:13]2[C:18]([O:20][CH3:21])=[O:19])[C:2]1[CH:7]=[CH:6][CH:5]=[CH:4][CH:3]=1. The yield is 0.310. (2) The catalyst is CCOCC.O. The reactants are [C:1]([C:5]1[CH:10]=[CH:9][C:8]([N+:11]([O-:13])=[O:12])=[CH:7][C:6]=1[S:14](Cl)(=[O:16])=[O:15])([CH3:4])([CH3:3])[CH3:2].[NH4+:18].[OH-]. The product is [C:1]([C:5]1[CH:10]=[CH:9][C:8]([N+:11]([O-:13])=[O:12])=[CH:7][C:6]=1[S:14]([NH2:18])(=[O:16])=[O:15])([CH3:4])([CH3:3])[CH3:2]. The yield is 0.340.